This data is from Reaction yield outcomes from USPTO patents with 853,638 reactions. The task is: Predict the reaction yield, written as a fraction of the theoretical maximum amount of product (1.0 means a 100% yield; for example, 0.34 means a 34% yield). (1) The reactants are [NH2:1][CH2:2][C:3]1[CH:17]=[CH:16][C:6]([C:7]([NH:9][C:10]2[CH:15]=[CH:14][N:13]=[CH:12][CH:11]=2)=[O:8])=[CH:5][CH:4]=1.[I:18][C:19]1[CH:24]=[CH:23][C:22]([S:25](Cl)(=[O:27])=[O:26])=[CH:21][CH:20]=1.N1C=CC=C[CH:30]=1. No catalyst specified. The product is [I:18][C:19]1[CH:24]=[CH:23][C:22]([S:25]([NH:1][CH2:2][C:3]2[CH:4]=[CH:5][C:6]([C:7]([N:9]([CH3:30])[C:10]3[CH:11]=[CH:12][N:13]=[CH:14][CH:15]=3)=[O:8])=[CH:16][CH:17]=2)(=[O:27])=[O:26])=[CH:21][CH:20]=1. The yield is 0.800. (2) The reactants are C(=O)([O-])[O-].[K+].[K+].[Cl:7][C:8]1[C:17]2[C:12](=[C:13]([Cl:18])[CH:14]=[CH:15][CH:16]=2)[CH:11]=[C:10]([OH:19])[N:9]=1.Br[CH2:21][CH2:22][O:23][CH3:24]. The catalyst is O. The product is [Cl:7][C:8]1[C:17]2[C:12](=[C:13]([Cl:18])[CH:14]=[CH:15][CH:16]=2)[CH:11]=[C:10]([O:19][CH2:21][CH2:22][O:23][CH3:24])[N:9]=1. The yield is 0.870. (3) The reactants are [NH2:1][C:2]1[CH:3]=[CH:4][C:5]([N:10]2[CH2:15][CH2:14][CH:13]([CH:16]([C:23]3[CH:28]=[CH:27][CH:26]=[CH:25][CH:24]=3)[C:17]3[CH:22]=[CH:21][CH:20]=[CH:19][CH:18]=3)[CH2:12][CH2:11]2)=[C:6]([CH:9]=1)[C:7]#[N:8].[CH2:29]([CH:31]([CH2:35][CH3:36])[C:32](Cl)=[O:33])[CH3:30]. No catalyst specified. The product is [CH:16]([CH:13]1[CH2:12][CH2:11][N:10]([C:5]2[CH:4]=[CH:3][C:2]([NH:1][C:32](=[O:33])[CH:31]([CH2:35][CH3:36])[CH2:29][CH3:30])=[CH:9][C:6]=2[C:7]#[N:8])[CH2:15][CH2:14]1)([C:17]1[CH:18]=[CH:19][CH:20]=[CH:21][CH:22]=1)[C:23]1[CH:24]=[CH:25][CH:26]=[CH:27][CH:28]=1. The yield is 0.710.